Dataset: Experimentally validated miRNA-target interactions with 360,000+ pairs, plus equal number of negative samples. Task: Binary Classification. Given a miRNA mature sequence and a target amino acid sequence, predict their likelihood of interaction. (1) The miRNA is dme-miR-279-3p with sequence UGACUAGAUCCACACUCAUUAA. The protein sequence of the target gene is MIHVRRHETRRNSKSHVPEQKSRVDWRRTKRSSISQLLDSDEELDSEEFDSDEELDSDESFENDEELDSNKGPDCNKTPGSERELNLSKIQSEGNDSKCLINSGNGSTYEEETNKIKHRNIDLQDQEKHLSQEDNDLNKQTGQIIEDDQEKHLSQEDNDLNKQTGQIIEDDLEEEDIKRGKRKRLSSVMCDSDESDDSDILVRKVGVKRPRRVVEDEGSSVEMEQKTPEKTLAAQKREKLQKLKELSKQRSRQRRSSGRDFEDSEKESCPSSDEVDEEEEEDNYESDEDGDDYIIDDFVV.... Result: 0 (no interaction). (2) The miRNA is hsa-miR-1295a with sequence UUAGGCCGCAGAUCUGGGUGA. The protein sequence of the target gene is MADSGLLLKRGSCRSTWLRVRKARPQLILSRRPRRRLGSLRWCGRRRLRWRLLQAQASGVDWREGARQVSRAAAARRPNTATPSPIPSPTPASEPESEPELESASSCHRPLLIPPVRPVGPGRALLLLPVEQGFTFSGICRVTCLYGQVQVFGFTISQGQPAQDIFSVYTHSCLSIHALHYSQPEKSKKELKREARNLLKSHLNLDDRRWSMQNFSPQCSIVLLEHLKTATVNFITSYPGSSYIFVQESPTPQIKPEYLALRSVGIRREKKRKGLQLTESTLSALEELVNVSCEEVDGCP.... Result: 1 (interaction). (3) The miRNA is mmu-miR-3969 with sequence CCCUAAAGUAGAAAUCACUA. The protein sequence of the target gene is MEREGIWHSTLGETWEPNNWLEGQQDSHLSQVGVTHKETFTEMRVCGGNEFERCSSQDSILDTQQSIPMVKRPHNCNSHGEDATQNSELIKTQRMFVGKKIYECNQCSKTFSQSSSLLKHQRIHTGEKPYKCNVCGKHFIERSSLTVHQRIHTGEKPYKCNECGKAFSQSMNLTVHQRTHTGEKPYQCKECGKAFHKNSSLIQHERIHTGEKPYKCNECGKAFTQSMNLTVHQRTHTGEKPYECNECGKAFSQSMHLIVHQRSHTGEKPYECSQCGKAFSKSSTLTLHQRNHTGEKPYKC.... Result: 0 (no interaction). (4) The miRNA is hsa-miR-339-3p with sequence UGAGCGCCUCGACGACAGAGCCG. The protein sequence of the target gene is MDNLSSEEIQQRAHQITDESLESTRRILGLAIESQDAGIKTITMLDEQKEQLNRIEEGLDQINKDMRETEKTLTELNKCCGLCVCPCNRTKNFESGKAYKTTWGDGGENSPCNVVSKQPGPVTNGQLQQPTTGAASGGYIKRITNDAREDEMEENLTQVGSILGNLKDMALNIGNEIDAQNPQIKRITDKADTNRDRIDIANARAKKLIDS. Result: 0 (no interaction). (5) The miRNA is mmu-miR-10b-5p with sequence UACCCUGUAGAACCGAAUUUGUG. The protein sequence of the target gene is MHVPGTRAKMSSIFAYQSSEVDWCESNFQHSELVAEFYNTFSNVFFLIFGPLMMFLMHPYAQKRTRCFYGVSVLFMLIGLFSMYFHMTLSFLGQLLDEISILWLLASGYSVWLPRCYFPKFVKGNRFYFSCLVTITTIISTFLTFVKPTVNAYALNSIAIHILYIVRTEYKKIRDDDLRHLIAVSVVLWAAALTSWISDRVLCSFWQRIHFYYLHSIWHVLISITFPYGIVTMALVDAKYEMPDKTLKVHYWPRDSWVIGLPYVEIQENDKNC. Result: 1 (interaction).